From a dataset of M1 muscarinic receptor agonist screen with 61,833 compounds. Binary Classification. Given a drug SMILES string, predict its activity (active/inactive) in a high-throughput screening assay against a specified biological target. (1) The molecule is O=c1n(CCCOCC)c(nc2n(c3nc4c(nc3c12)cccc4)c1ccc(cc1)C)C. The result is 0 (inactive). (2) The drug is Cl\C(=C/Cn1c2c(n(c(=O)[nH]c2=O)C)nc1SCC=C)C. The result is 0 (inactive). (3) The molecule is o1c(c(nc1c1c(cccc1)C)CS(=O)CC(=O)NCc1c(OC)cccc1)C. The result is 0 (inactive). (4) The drug is O1CCN(CCn2c(=N)c(C(=O)NC3CCCCC3)cc3c2nc2n(c3=O)cccc2C)CC1. The result is 0 (inactive). (5) The compound is O=C1N(C2CCCCC2)CC(=O)N(C1c1ccc(OC)cc1)Cc1cc2OCOc2cc1. The result is 0 (inactive). (6) The compound is S1c2c(nc(SCC(=O)Nc3c(OC)cc(OC)cc3)n(c2=O)c2ccc(F)cc2)CC1. The result is 0 (inactive). (7) The drug is s1c(nn2c1nnc2c1cccnc1)c1cc(OC)c(OC)c(OC)c1. The result is 0 (inactive). (8) The drug is O(c1cc2c([nH]c(nc2=O)C)cc1)C. The result is 0 (inactive).